From a dataset of Reaction yield outcomes from USPTO patents with 853,638 reactions. Predict the reaction yield, written as a fraction of the theoretical maximum amount of product (1.0 means a 100% yield; for example, 0.34 means a 34% yield). The reactants are [CH3:1][N:2]1[C:6]([CH2:7][CH:8]=[C:9]([CH3:11])[CH3:10])=[CH:5][C:4]([NH2:12])=[N:3]1.C1(C)C=CC(S(O)(=O)=O)=CC=1.[Cl:24][C:25]1[C:26](=O)[O:27][C:28](=[O:31])[C:29]=1[CH3:30]. The catalyst is C1(C)C=CC=CC=1. The product is [Cl:24][C:25]1[C:26](=[O:27])[N:12]([C:4]2[CH:5]=[C:6]([CH2:7][CH:8]=[C:9]([CH3:10])[CH3:11])[N:2]([CH3:1])[N:3]=2)[C:28](=[O:31])[C:29]=1[CH3:30]. The yield is 0.700.